From a dataset of Full USPTO retrosynthesis dataset with 1.9M reactions from patents (1976-2016). Predict the reactants needed to synthesize the given product. (1) Given the product [Cl:1][C:2]1[CH:3]=[CH:4][C:5]([N:8]2[C:12]([CH3:13])=[CH:11][C:10]([C:14]([NH:16][CH2:17][C:34]3[CH:33]=[CH:30][CH:29]=[C:28]([C:27]([F:37])([F:36])[F:26])[CH:35]=3)=[O:15])=[N:9]2)=[CH:6][CH:7]=1, predict the reactants needed to synthesize it. The reactants are: [Cl:1][C:2]1[CH:7]=[CH:6][C:5]([N:8]2[C:12]([CH3:13])=[CH:11][C:10]([C:14]([NH:16][CH2:17]CC3C=CC(Cl)=CC=3)=[O:15])=[N:9]2)=[CH:4][CH:3]=1.[F:26][C:27]([F:37])([F:36])[C:28]1[CH:29]=[C:30]([CH:33]=[CH:34][CH:35]=1)CN. (2) The reactants are: [CH:1]1([NH:6][C:7]2[N:12]3[N:13]=[C:14]([C:32]4[CH:37]=[CH:36][C:35]([O:38][CH3:39])=[CH:34][CH:33]=4)[C:15]([C:16]4[CH:21]=[CH:20][N:19]=[C:18]([NH:22][C:23]5[CH:28]=[CH:27][CH:26]=[C:25]([N+:29]([O-])=O)[CH:24]=5)[N:17]=4)=[C:11]3[CH:10]=[CH:9][CH:8]=2)[CH2:5][CH2:4][CH2:3][CH2:2]1.O.O.[Sn](Cl)Cl.C(=O)(O)[O-].[Na+].CCOCC. Given the product [CH:1]1([NH:6][C:7]2[N:12]3[N:13]=[C:14]([C:32]4[CH:33]=[CH:34][C:35]([O:38][CH3:39])=[CH:36][CH:37]=4)[C:15]([C:16]4[CH:21]=[CH:20][N:19]=[C:18]([NH:22][C:23]5[CH:24]=[C:25]([NH2:29])[CH:26]=[CH:27][CH:28]=5)[N:17]=4)=[C:11]3[CH:10]=[CH:9][CH:8]=2)[CH2:5][CH2:4][CH2:3][CH2:2]1, predict the reactants needed to synthesize it. (3) Given the product [Cl:1][C:2]1[CH:3]=[C:4]2[C:9](=[CH:10][CH:11]=1)[CH:8]=[C:7]([B:12]([OH:16])[OH:13])[CH:6]=[CH:5]2, predict the reactants needed to synthesize it. The reactants are: [Cl:1][C:2]1[CH:3]=[C:4]2[C:9](=[CH:10][CH:11]=1)[CH:8]=[C:7]([B:12]1[O:16]C(C)(C)C(C)(C)[O:13]1)[CH:6]=[CH:5]2.Cl. (4) Given the product [NH2:15][C:8]1[C:9]([C:11]([F:12])([F:13])[F:14])=[CH:10][C:5]([C:1]([CH3:2])([CH3:3])[CH3:4])=[C:6]([OH:18])[CH:7]=1, predict the reactants needed to synthesize it. The reactants are: [C:1]([C:5]1[CH:10]=[C:9]([C:11]([F:14])([F:13])[F:12])[C:8]([N+:15]([O-])=O)=[CH:7][C:6]=1[O:18]CC1C=CC=CC=1)([CH3:4])([CH3:3])[CH3:2].C([O-])=O.[NH4+]. (5) Given the product [CH3:1][O:2][CH:3]([O:6][CH3:7])[CH2:4][NH:5][C:11](=[O:12])[O:13][CH2:14][C:15]1[CH:20]=[CH:19][CH:18]=[CH:17][CH:16]=1, predict the reactants needed to synthesize it. The reactants are: [CH3:1][O:2][CH:3]([O:6][CH3:7])[CH2:4][NH2:5].[OH-].[Na+].Cl[C:11]([O:13][CH2:14][C:15]1[CH:20]=[CH:19][CH:18]=[CH:17][CH:16]=1)=[O:12]. (6) Given the product [Cl:1][C:2]1[N:3]=[N:4][C:5]([Cl:9])=[CH:6][C:7]=1[N:10]1[CH2:15][CH2:14][O:13][CH2:12][CH2:11]1, predict the reactants needed to synthesize it. The reactants are: [Cl:1][C:2]1[N:3]=[N:4][C:5]([Cl:9])=[CH:6][C:7]=1Cl.[NH:10]1[CH2:15][CH2:14][O:13][CH2:12][CH2:11]1. (7) Given the product [Cl:1][C:2]1[CH:3]=[C:4]2[C:10]([C:11]3[N:16]=[C:15]([NH:17][C@H:18]4[CH2:23][CH2:22][CH2:21][CH2:20][C@@H:19]4[NH:24][C:45](=[O:47])[CH3:46])[C:14]([F:25])=[CH:13][N:12]=3)=[CH:9][NH:8][C:5]2=[N:6][CH:7]=1, predict the reactants needed to synthesize it. The reactants are: [Cl:1][C:2]1[CH:3]=[C:4]2[C:10]([C:11]3[N:16]=[C:15]([NH:17][C@H:18]4[CH2:23][CH2:22][CH2:21][CH2:20][C@@H:19]4[NH2:24])[C:14]([F:25])=[CH:13][N:12]=3)=[CH:9][N:8](S(C3C=CC(C)=CC=3)(=O)=O)[C:5]2=[N:6][CH:7]=1.CCN(C(C)C)C(C)C.[C:45](Cl)(=[O:47])[CH3:46].[Li+].[OH-].